This data is from Full USPTO retrosynthesis dataset with 1.9M reactions from patents (1976-2016). The task is: Predict the reactants needed to synthesize the given product. (1) Given the product [CH2:1]1[O:23][CH:2]1[C:3]1[CH:8]=[CH:7][CH:6]=[CH:5][CH:4]=1, predict the reactants needed to synthesize it. The reactants are: [CH2:1]=[CH:2][C:3]1[CH:8]=[CH:7][CH:6]=[CH:5][CH:4]=1.CCCCCCCCCCCC.NC(N)=[O:23].C(=O)([O-])[O-].[Na+].[Na+].OO. (2) Given the product [Si:11]([O:24][CH2:23][C@@H:5]1[NH:1][C:2](=[O:6])[CH2:3][CH2:4]1)([C:8]([CH3:10])([CH3:9])[CH3:7])([CH3:13])[CH3:12], predict the reactants needed to synthesize it. The reactants are: [NH:1]1[CH2:5][CH2:4][CH2:3][C:2]1=[O:6].[CH3:7][C:8]([Si:11](Cl)([CH3:13])[CH3:12])([CH3:10])[CH3:9].N1C=NCC=1.CN([CH:23]=[O:24])C.